Dataset: NCI-60 drug combinations with 297,098 pairs across 59 cell lines. Task: Regression. Given two drug SMILES strings and cell line genomic features, predict the synergy score measuring deviation from expected non-interaction effect. (1) Drug 1: C1=CC(=CC=C1CCC2=CNC3=C2C(=O)NC(=N3)N)C(=O)NC(CCC(=O)O)C(=O)O. Drug 2: CC1=C(N=C(N=C1N)C(CC(=O)N)NCC(C(=O)N)N)C(=O)NC(C(C2=CN=CN2)OC3C(C(C(C(O3)CO)O)O)OC4C(C(C(C(O4)CO)O)OC(=O)N)O)C(=O)NC(C)C(C(C)C(=O)NC(C(C)O)C(=O)NCCC5=NC(=CS5)C6=NC(=CS6)C(=O)NCCC[S+](C)C)O. Cell line: EKVX. Synergy scores: CSS=-4.29, Synergy_ZIP=1.34, Synergy_Bliss=2.01, Synergy_Loewe=-0.475, Synergy_HSA=-2.36. (2) Cell line: KM12. Synergy scores: CSS=20.0, Synergy_ZIP=-9.40, Synergy_Bliss=-8.63, Synergy_Loewe=-20.7, Synergy_HSA=-9.60. Drug 1: C1=CN(C(=O)N=C1N)C2C(C(C(O2)CO)O)O.Cl. Drug 2: C1=CN(C=N1)CC(O)(P(=O)(O)O)P(=O)(O)O. (3) Drug 1: COC1=C(C=C2C(=C1)N=CN=C2NC3=CC(=C(C=C3)F)Cl)OCCCN4CCOCC4. Cell line: T-47D. Drug 2: C1=CC(=CC=C1CC(C(=O)O)N)N(CCCl)CCCl.Cl. Synergy scores: CSS=24.0, Synergy_ZIP=-6.72, Synergy_Bliss=5.54, Synergy_Loewe=4.49, Synergy_HSA=5.14. (4) Drug 2: C1=CC(=CC=C1CCC2=CNC3=C2C(=O)NC(=N3)N)C(=O)NC(CCC(=O)O)C(=O)O. Synergy scores: CSS=18.0, Synergy_ZIP=-2.74, Synergy_Bliss=-6.55, Synergy_Loewe=-2.35, Synergy_HSA=-1.76. Drug 1: C1CN1C2=NC(=NC(=N2)N3CC3)N4CC4. Cell line: OVCAR-4.